This data is from Forward reaction prediction with 1.9M reactions from USPTO patents (1976-2016). The task is: Predict the product of the given reaction. (1) Given the reactants Br[C:2]1[N:6]([CH3:7])[N:5]=[CH:4][C:3]=1[C:8]1[N:9]=[C:10]([CH3:19])[N:11]2[C:16]=1[C:15]([NH:17][CH3:18])=[N:14][CH:13]=[N:12]2.[F:20][CH:21]([F:37])[C:22]1[CH:27]=[CH:26][C:25](B2OC(C)(C)C(C)(C)O2)=[CH:24][CH:23]=1.P([O-])([O-])([O-])=O.[K+].[K+].[K+].Cl.[OH-].[Na+], predict the reaction product. The product is: [F:20][CH:21]([F:37])[C:22]1[CH:27]=[CH:26][C:25]([C:2]2[N:6]([CH3:7])[N:5]=[CH:4][C:3]=2[C:8]2[N:9]=[C:10]([CH3:19])[N:11]3[C:16]=2[C:15]([NH:17][CH3:18])=[N:14][CH:13]=[N:12]3)=[CH:24][CH:23]=1. (2) The product is: [F:20][C:21]1[CH:22]=[C:23]([C:27]2[N:28]=[C:29]([CH3:35])[S:30][C:31]=2[C:32]([N:3]2[CH2:4][C@H:5]3[C@H:1]([CH2:6]3)[C@H:2]2[CH2:7][NH:8][C:9]([C:11]2[N:18]3[C:14]([S:15][CH:16]=[CH:17]3)=[N:13][C:12]=2[CH3:19])=[O:10])=[O:33])[CH:24]=[CH:25][CH:26]=1. Given the reactants [C@H:1]12[CH2:6][C@H:5]1[CH2:4][NH:3][C@@H:2]2[CH2:7][NH:8][C:9]([C:11]1[N:18]2[C:14]([S:15][CH:16]=[CH:17]2)=[N:13][C:12]=1[CH3:19])=[O:10].[F:20][C:21]1[CH:22]=[C:23]([C:27]2[N:28]=[C:29]([CH3:35])[S:30][C:31]=2[C:32](O)=[O:33])[CH:24]=[CH:25][CH:26]=1, predict the reaction product. (3) Given the reactants [CH:1]1[C:14]2[C:5](=[CH:6][C:7]3[C:12]([C:13]=2[CH2:15][N:16]([CH2:25][CH3:26])[CH2:17][CH2:18][CH2:19][NH:20][CH2:21][CH2:22][CH2:23][OH:24])=[CH:11][CH:10]=[CH:9][CH:8]=3)[CH:4]=[CH:3][CH:2]=1.[ClH:27].[CH2:28](O)[CH3:29], predict the reaction product. The product is: [ClH:27].[CH:11]1[C:12]2[C:7](=[CH:6][C:5]3[C:14]([C:13]=2[CH2:15][N:16]([CH2:25][CH3:26])[CH2:17][CH2:18][CH2:19][NH:20][CH2:21][CH2:22][CH2:23][O:24][CH2:28][CH3:29])=[CH:1][CH:2]=[CH:3][CH:4]=3)[CH:8]=[CH:9][CH:10]=1. (4) Given the reactants [Cl:1][C:2]1[CH:3]=[CH:4][C:5]([C:8]#[N:9])=[N:6][CH:7]=1.Cl, predict the reaction product. The product is: [Cl:1][C:2]1[CH:3]=[CH:4][C:5]([CH2:8][NH2:9])=[N:6][CH:7]=1. (5) Given the reactants [C:1]([O:5][C:6]([NH:8][CH:9]([CH2:14][N:15]1[CH:19]=[C:18]([P:20]([O:25][CH2:26][CH3:27])([O:22][CH2:23][CH3:24])=[O:21])[CH:17]=[N:16]1)[C:10]([O:12]C)=[O:11])=[O:7])([CH3:4])([CH3:3])[CH3:2].O.[Li+].[OH-], predict the reaction product. The product is: [C:1]([O:5][C:6]([NH:8][C@@H:9]([CH2:14][N:15]1[CH:19]=[C:18]([P:20]([O:22][CH2:23][CH3:24])([O:25][CH2:26][CH3:27])=[O:21])[CH:17]=[N:16]1)[C:10]([OH:12])=[O:11])=[O:7])([CH3:3])([CH3:4])[CH3:2]. (6) Given the reactants [NH2:1][C:2]([CH3:17])([CH2:5][N:6]1[N:10]=[C:9]2[CH:11]=[C:12]([Cl:16])[C:13]([Cl:15])=[CH:14][C:8]2=[N:7]1)[C:3]#[N:4].[F:18][C:19]([F:30])([F:29])[C:20]1[CH:28]=[CH:27][C:23]([C:24](Cl)=[S:25])=[CH:22][CH:21]=1, predict the reaction product. The product is: [C:3]([C:2]([NH:1][C:24](=[S:25])[C:23]1[CH:22]=[CH:21][C:20]([C:19]([F:18])([F:29])[F:30])=[CH:28][CH:27]=1)([CH3:17])[CH2:5][N:6]1[N:10]=[C:9]2[CH:11]=[C:12]([Cl:16])[C:13]([Cl:15])=[CH:14][C:8]2=[N:7]1)#[N:4]. (7) Given the reactants Br[C:2]1[C:10]2[O:9][CH2:8][C@@H:7]([N:11]([C:26](=[O:31])[C:27]([F:30])([F:29])[F:28])[C:12]3[CH:25]=[CH:24][C:15]4[C@H:16]([CH2:19][C:20]([O:22][CH3:23])=[O:21])[CH2:17][O:18][C:14]=4[CH:13]=3)[C:6]=2[CH:5]=[CH:4][CH:3]=1.[N:32]1[CH:37]=[CH:36][CH:35]=[C:34]([NH2:38])[CH:33]=1.C1(P(C2C=CC=CC=2)C2C3OC4C(=CC=CC=4P(C4C=CC=CC=4)C4C=CC=CC=4)C(C)(C)C=3C=CC=2)C=CC=CC=1.C(=O)([O-])[O-].[Cs+].[Cs+], predict the reaction product. The product is: [N:32]1[CH:37]=[CH:36][CH:35]=[C:34]([NH:38][C:2]2[C:10]3[O:9][CH2:8][C@@H:7]([N:11]([C:26](=[O:31])[C:27]([F:30])([F:29])[F:28])[C:12]4[CH:25]=[CH:24][C:15]5[C@H:16]([CH2:19][C:20]([O:22][CH3:23])=[O:21])[CH2:17][O:18][C:14]=5[CH:13]=4)[C:6]=3[CH:5]=[CH:4][CH:3]=2)[CH:33]=1. (8) Given the reactants [CH3:1][N:2]([CH3:16])[C:3](=[O:15])[CH2:4][CH2:5][C:6](=[O:14])[C:7]1[CH:12]=[CH:11][C:10](F)=[CH:9][CH:8]=1.[C:17]1([CH2:23][N:24]2[CH2:29][CH2:28][NH:27][CH2:26][CH2:25]2)[CH:22]=[CH:21][CH:20]=[CH:19][CH:18]=1.CCN(C(C)C)C(C)C.C(OC(C)C)(C)C.N, predict the reaction product. The product is: [CH3:1][N:2]([CH3:16])[C:3](=[O:15])[CH2:4][CH2:5][C:6](=[O:14])[C:7]1[CH:12]=[CH:11][C:10]([N:27]2[CH2:28][CH2:29][N:24]([CH2:23][C:17]3[CH:18]=[CH:19][CH:20]=[CH:21][CH:22]=3)[CH2:25][CH2:26]2)=[CH:9][CH:8]=1. (9) Given the reactants [Cl:1][C:2]1[CH:3]=[N:4][CH:5]=[C:6]([Cl:21])[C:7]=1[CH2:8][C@@H:9]([C:11]1[CH:16]=[CH:15][C:14]([O:17][CH3:18])=[C:13]([O:19][CH3:20])[CH:12]=1)[OH:10].CCCCCC.C([OH:31])(C)C.CO.C(Cl)(Cl)Cl, predict the reaction product. The product is: [Cl:21][C:6]1[CH:5]=[N+:4]([O-:31])[CH:3]=[C:2]([Cl:1])[C:7]=1[CH2:8][C@@H:9]([C:11]1[CH:16]=[CH:15][C:14]([O:17][CH3:18])=[C:13]([O:19][CH3:20])[CH:12]=1)[OH:10]. (10) Given the reactants [CH2:1]([N:8]1[CH2:13][CH2:12][C:11]([CH3:15])(O)[CH2:10][CH2:9]1)[C:2]1[CH:7]=[CH:6][CH:5]=[CH:4][CH:3]=1.[Al+3].[Cl-].[Cl-].[Cl-].[OH-].[Na+], predict the reaction product. The product is: [CH2:1]([N:8]1[CH2:13][CH2:12][C:11]([CH3:15])([C:2]2[CH:7]=[CH:6][CH:5]=[CH:4][CH:3]=2)[CH2:10][CH2:9]1)[C:2]1[CH:7]=[CH:6][CH:5]=[CH:4][CH:3]=1.